From a dataset of Merck oncology drug combination screen with 23,052 pairs across 39 cell lines. Regression. Given two drug SMILES strings and cell line genomic features, predict the synergy score measuring deviation from expected non-interaction effect. (1) Drug 1: CCc1c2c(nc3ccc(O)cc13)-c1cc3c(c(=O)n1C2)COC(=O)C3(O)CC. Drug 2: Cn1cc(-c2cnn3c(N)c(Br)c(C4CCCNC4)nc23)cn1. Cell line: SW620. Synergy scores: synergy=-8.93. (2) Drug 1: CC(C)CC(NC(=O)C(Cc1ccccc1)NC(=O)c1cnccn1)B(O)O. Drug 2: CC1(c2nc3c(C(N)=O)cccc3[nH]2)CCCN1. Cell line: DLD1. Synergy scores: synergy=9.17. (3) Drug 1: CCN(CC)CCNC(=O)c1c(C)[nH]c(C=C2C(=O)Nc3ccc(F)cc32)c1C. Drug 2: Cn1c(=O)n(-c2ccc(C(C)(C)C#N)cc2)c2c3cc(-c4cnc5ccccc5c4)ccc3ncc21. Cell line: MSTO. Synergy scores: synergy=2.75.